This data is from Reaction yield outcomes from USPTO patents with 853,638 reactions. The task is: Predict the reaction yield, written as a fraction of the theoretical maximum amount of product (1.0 means a 100% yield; for example, 0.34 means a 34% yield). (1) The reactants are [NH2:1][C@@H:2]1[C:8](=[O:9])[N:7]([CH2:10][C:11]([O:13][CH3:14])=[O:12])[C:6]2[CH:15]=[CH:16][CH:17]=[CH:18][C:5]=2[O:4][C@@H:3]1[C:19]1[CH:24]=[CH:23][CH:22]=[CH:21][CH:20]=1.[F:25][C:26]1[CH:27]=[C:28]([CH2:33][C:34]([NH:36][C@H:37]([C:39](O)=[O:40])[CH3:38])=[O:35])[CH:29]=[C:30]([F:32])[CH:31]=1.C1C=CC2N(O)N=NC=2C=1.CN1CCOCC1.CCN=C=NCCCN(C)C.Cl. The catalyst is ClCCl. The product is [F:25][C:26]1[CH:27]=[C:28]([CH2:33][C:34]([NH:36][C@H:37]([C:39]([NH:1][C@@H:2]2[C:8](=[O:9])[N:7]([CH2:10][C:11]([O:13][CH3:14])=[O:12])[C:6]3[CH:15]=[CH:16][CH:17]=[CH:18][C:5]=3[O:4][C@@H:3]2[C:19]2[CH:24]=[CH:23][CH:22]=[CH:21][CH:20]=2)=[O:40])[CH3:38])=[O:35])[CH:29]=[C:30]([F:32])[CH:31]=1. The yield is 0.820. (2) The reactants are [CH:1]1([CH:7]([C:9]2[C:10]([CH:22]([CH3:24])[CH3:23])=[N:11][N:12]([C:14]3[CH:19]=[CH:18][C:17]([O:20][CH3:21])=[CH:16][CH:15]=3)[CH:13]=2)O)[CH2:6][CH2:5][CH2:4][CH2:3][CH2:2]1.[NH2:25][C:26]1[CH:31]=[CH:30][C:29]([C:32]([NH:34][CH2:35][CH2:36][C:37]([O:39]CC)=[O:38])=[O:33])=[CH:28][CH:27]=1. No catalyst specified. The product is [CH:1]1([CH:7]([NH:25][C:26]2[CH:27]=[CH:28][C:29]([C:32]([NH:34][CH2:35][CH2:36][C:37]([OH:39])=[O:38])=[O:33])=[CH:30][CH:31]=2)[C:9]2[C:10]([CH:22]([CH3:24])[CH3:23])=[N:11][N:12]([C:14]3[CH:19]=[CH:18][C:17]([O:20][CH3:21])=[CH:16][CH:15]=3)[CH:13]=2)[CH2:6][CH2:5][CH2:4][CH2:3][CH2:2]1. The yield is 0.300.